This data is from Full USPTO retrosynthesis dataset with 1.9M reactions from patents (1976-2016). The task is: Predict the reactants needed to synthesize the given product. The reactants are: [Cl:1][C:2]1[C:7]([C:8](O)=[O:9])=[CH:6][N:5]=[C:4]([Cl:11])[CH:3]=1.[CH3:12][N:13](C(ON1N=NC2C=CC=NC1=2)=[N+](C)C)[CH3:14].F[P-](F)(F)(F)(F)F.C(N(C(C)C)CC)(C)C.Cl.CNC.C(=O)([O-])O.[Na+]. Given the product [Cl:1][C:2]1[C:7]([C:8]([N:13]([CH3:14])[CH3:12])=[O:9])=[CH:6][N:5]=[C:4]([Cl:11])[CH:3]=1, predict the reactants needed to synthesize it.